From a dataset of Experimentally validated miRNA-target interactions with 360,000+ pairs, plus equal number of negative samples. Binary Classification. Given a miRNA mature sequence and a target amino acid sequence, predict their likelihood of interaction. (1) The miRNA is rno-miR-215 with sequence AUGACCUAUGAUUUGACAGACA. The protein sequence of the target gene is MSLHPASPRLASLLLFILALHDTLALRLCSFNVRSFGASKKENHEAMDIIVKIIKRCDLILLMEIKDSSNNICPMLMEKLNGNSRRSTTYNYVISSRLGRNTYKEQYAFVYKEKLVSVKTKYHYHDYQDGDTDVFSREPFVVWFHSPFTAVKDFVIVPLHTTPETSVKEIDELVDVYTDVRSQWKTENFIFMGDFNAGCSYVPKKAWQNIRLRTDPKFVWLIGDQEDTTVKKSTSCAYDRIVLCGQEIVNSVVPRSSGVFDFQKAYDLSEEEALDVSDHFPVEFKLQSSRAFTNNRKSVS.... Result: 0 (no interaction). (2) The miRNA is mmu-miR-669f-3p with sequence CAUAUACAUACACACACACGUAU. The protein sequence of the target gene is MHKHQHCCKCPECYEVTRLAALRRLEPPGYGDWQVPDPYGPSGGNGASSGYGGYSSQTLPSQAGATPTPRTKAKLIPTGRDVGPVPPKPVPGKSTPKLNGSGPGWWPECTCTNRDWYEQASPAPLLVNPEALEPSLSVNGSDGMFKYEEIVLERGNSGLGFSIAGGIDNPHVPDDPGIFITKIIPGGAAAMDGRLGVNDCVLRVNEVDVSEVVHSRAVEALKEAGPVVRLVVRRRQPPPETIMEVNLLKGPKGLGFSIAGGIGNQHIPGDNSIYITKIIEGGAAQKDGRLQIGDRLLAVN.... Result: 0 (no interaction). (3) The miRNA is hsa-miR-1537-5p with sequence AGCUGUAAUUAGUCAGUUUUCU. Result: 1 (interaction). The protein sequence of the target gene is MNKLYIGNLNESVTPADLEKVFAEHKISYSGQFLVKSGYAFVDCPDEHWAMKAIETFSGKVELQGKRLEIEHSVPKKQRSRKIQIRNIPPQLRWEVLDSLLAQYGTVENCEQVNTESETAVVNVTYSNREQTRQAIMKLNGHQLENHALKVSYIPDEQIAQGPENGRRGGFGSRGQPRQGSPVAAGAPAKQQQVDIPLRLLVPTQYVGAIIGKEGATIRNITKQTQSKIDVHRKENAGAAEKAISVHSTPEGCSSACKMILEIMHKEAKDTKTADEVPLKILAHNNFVGRLIGKEGRNLK.... (4) The miRNA is hsa-miR-3155b with sequence CCAGGCUCUGCAGUGGGA. The protein sequence of the target gene is MESGPKMLAPVCLVENNNEQLLVNQQAIQILEKISQPVVVVAIVGLYRTGKSYLMNHLAGQNHGFPLGSTVQSETKGIWMWCVPHPSKPNHTLVLLDTEGLGDVEKGDPKNDSWIFALAVLLCSTFVYNSMSTINHQALEQLHYVTELTELIKAKSSPRPDGVEDSTEFVSFFPDFLWTVRDFTLELKLNGHPITEDEYLENALKLIQGNNPRVQTSNFPRECIRRFFPKRKCFVFDRPTNDKDLLANIEKVSEKQLDPKFQEQTNIFCSYIFTHARTKTLREGITVTGNRLGTLAVTYV.... Result: 1 (interaction). (5) The miRNA is mmu-miR-151-5p with sequence UCGAGGAGCUCACAGUCUAGU. The protein sequence of the target gene is MGRGVRVLLLLSLLHCAGGSEGRKTWRRRGQQPPPPPRTEAAPAAGQPVESFPLDFTAVEGNMDSFMAQVKSLAQSLYPCSAQQLNEDLRLHLLLNTSVTCNDGSPAGYYLKESRGSRRWLLFLEGGWYCFNRENCDSRYDTMRRLMSSRDWPRTRTGTGILSSQPEENPYWWNANMVFIPYCSSDVWSGASSKSEKNEYAFMGALIIQEVVRELLGRGLSGAKVLLLAGSSAGGTGVLLNVDRVAEQLEKLGYPAIQVRGLADSGWFLDNKQYRHTDCVDTITCAPTEAIRRGIRYWNG.... Result: 0 (no interaction). (6) The miRNA is mmu-miR-5104 with sequence CUGUGCUAGUGAGGUGGCUCAGCA. The protein sequence of the target gene is MGVSKLDILYRRLLLTKLFIRGWGRPEDLKRLFEFRKMIGNRERCQNLVSSDYPVHIDKVEEQSDCKILDGHFVSPMAHYVPGIMPIESVVARFQFIVPKEWNSRYRPVCIHLAGTGDHHYWRRRTLMARPMIKEARMASLLLENPYYGCRKPKDQVRSSLKNVSDLFVMGGALILESAALLHWLEREGYGPLGMTGISMGGHMASLAVSNWPKPMPLIPCLSWSTASGVFTTGVLSKSINWRELEKQYYTQTVYEEEIIHMLEYCGTDSFKMGHEFMNHLPSNADKLTNLNLVSRTLNL.... Result: 0 (no interaction). (7) The miRNA is mmu-miR-5124a with sequence GGUCCAGUGACUAAGAGCAU. The protein sequence of the target gene is MEVLESGEQSVLQWDRKLSELSEPGETEALMYHTHFSELLDEFSQNVLGQLLSDPFLSEKSESMEVEPSPTSPAPLIQAEHSYSLSEEPRTQSPFTHAATSDSFNDEEVESEKWYLSTEFPSATIKTEPITEEQPPGLVPSVTLTITAISTPFEKEESPLDMNAGGDSSCQTLIPKIKLEPHEVDQFLNFSPKEASVDQLHLPPTPPSSHSSDSEGSLSPNPRLHPFSLSQAHSPARAMPRGPSALSTSPLLTAPHKLQGSGPLVLTEEEKRTLVAEGYPIPTKLPLTKSEEKALKKIRR.... Result: 0 (no interaction). (8) The miRNA is hsa-miR-6741-3p with sequence UCGGCUCUCUCCCUCACCCUAG. The protein sequence of the target gene is MSELEQLRQEAEQLRNQIQDARKACNDATLVQITSNMDSVGRIQMRTRRTLRGHLAKIYAMHWGYDSRLLVSASQDGKLIIWDSYTTNKMHAIPLRSSWVMTCAYAPSGNYVACGGLDNICSIYNLKTREGNVRVSRELPGHTGYLSCCRFLDDSQIVTSSGDTTCALWDIETAQQTTTFTGHSGDVMSLSLSPDMRTFVSGACDASSKLWDIRDGMCRQSFTGHVSDINAVSFFPNGYAFATGSDDATCRLFDLRADQELLLYSHDNIICGITSVAFSKSGRLLLAGYDDFNCNVWDTL.... Result: 1 (interaction).